The task is: Predict the reaction yield, written as a fraction of the theoretical maximum amount of product (1.0 means a 100% yield; for example, 0.34 means a 34% yield).. This data is from Reaction yield outcomes from USPTO patents with 853,638 reactions. The reactants are [NH2:1][C:2]1[C:3]([F:23])=[CH:4][C:5]([Cl:22])=[C:6]([C:8]2[C:9](=[O:21])[N:10]([CH2:19][CH3:20])[C:11]3[C:16]([CH:17]=2)=[CH:15][N:14]=[C:13]([Cl:18])[CH:12]=3)[CH:7]=1.N1C=CC=CC=1.[C:30]1([N:36]=[C:37]=[O:38])[CH:35]=[CH:34][CH:33]=[CH:32][CH:31]=1.C([O-])(O)=O.[Na+]. The catalyst is C1COCC1.O=S(Cl)Cl.O.CCOC(C)=O. The product is [Cl:22][C:5]1[C:6]([C:8]2[C:9](=[O:21])[N:10]([CH2:19][CH3:20])[C:11]3[C:16]([CH:17]=2)=[CH:15][N:14]=[C:13]([Cl:18])[CH:12]=3)=[CH:7][C:2]([NH:1][C:37]([NH:36][C:30]2[CH:35]=[CH:34][CH:33]=[CH:32][CH:31]=2)=[O:38])=[C:3]([F:23])[CH:4]=1. The yield is 0.540.